Dataset: NCI-60 drug combinations with 297,098 pairs across 59 cell lines. Task: Regression. Given two drug SMILES strings and cell line genomic features, predict the synergy score measuring deviation from expected non-interaction effect. Drug 1: CN(C)C1=NC(=NC(=N1)N(C)C)N(C)C. Drug 2: C1=CN(C(=O)N=C1N)C2C(C(C(O2)CO)O)O.Cl. Cell line: SK-MEL-5. Synergy scores: CSS=7.44, Synergy_ZIP=-1.25, Synergy_Bliss=4.44, Synergy_Loewe=-11.8, Synergy_HSA=-0.516.